This data is from Catalyst prediction with 721,799 reactions and 888 catalyst types from USPTO. The task is: Predict which catalyst facilitates the given reaction. (1) The catalyst class is: 1. Product: [Cl:1][C:2]1[N:6]([CH3:7])[N:5]=[C:4]([C:8]2[CH:13]=[CH:12][CH:11]=[CH:10][N:9]=2)[C:3]=1[CH:14]([C:20]1[CH:21]=[CH:22][C:17]([Cl:16])=[CH:18][C:19]=1[CH3:25])[OH:15]. Reactant: [Cl:1][C:2]1[N:6]([CH3:7])[N:5]=[C:4]([C:8]2[CH:13]=[CH:12][CH:11]=[CH:10][N:9]=2)[C:3]=1[CH:14]=[O:15].[Cl:16][C:17]1[CH:22]=[CH:21][C:20]([Mg]Br)=[C:19]([CH3:25])[CH:18]=1.[NH4+].[Cl-]. (2) Reactant: [F:1][C:2]1[CH:3]=[CH:4][C:5]([NH:12][CH2:13][CH2:14][C:15]([F:18])([F:17])[F:16])=[C:6]([CH:11]=1)[C:7]([O:9]C)=[O:8].[OH-].[Na+]. Product: [F:1][C:2]1[CH:3]=[CH:4][C:5]([NH:12][CH2:13][CH2:14][C:15]([F:16])([F:17])[F:18])=[C:6]([CH:11]=1)[C:7]([OH:9])=[O:8]. The catalyst class is: 7. (3) Reactant: [Br:1][C:2]1[CH:3]=[CH:4][C:5]([OH:11])=[C:6]([C:8](=[O:10])[CH3:9])[CH:7]=1.[O:12]1[CH2:16][CH2:15][C:14](=O)[CH2:13]1.N1CCCC1.Cl. Product: [Br:1][C:2]1[CH:7]=[C:6]2[C:5](=[CH:4][CH:3]=1)[O:11][C:14]1([CH2:15][CH2:16][O:12][CH2:13]1)[CH2:9][C:8]2=[O:10]. The catalyst class is: 93. (4) Reactant: [S:1]1[CH:5]=[CH:4][C:3]([CH:6]=[CH:7][CH2:8][CH2:9][C:10]([OH:12])=[O:11])=[CH:2]1.[H][H]. Product: [S:1]1[CH:5]=[CH:4][C:3]([CH2:6][CH2:7][CH2:8][CH2:9][C:10]([OH:12])=[O:11])=[CH:2]1. The catalyst class is: 8.